Dataset: Full USPTO retrosynthesis dataset with 1.9M reactions from patents (1976-2016). Task: Predict the reactants needed to synthesize the given product. (1) Given the product [CH2:18]([O:21][C:6]([C:7]1[C:8]([C:1]2[C:2]([C:3]([OH:5])=[O:4])=[CH:14][CH:15]=[CH:16][CH:17]=2)=[CH:9][CH:10]=[CH:11][CH:12]=1)=[O:13])[CH:19]=[CH2:20], predict the reactants needed to synthesize it. The reactants are: [C:1]12[C:8]3=[CH:9][CH:10]=[CH:11][CH:12]=[C:7]3[C:6](=[O:13])[O:5][C:3](=[O:4])[C:2]1=[CH:14][CH:15]=[CH:16][CH:17]=2.[CH2:18]([OH:21])[CH:19]=[CH2:20]. (2) Given the product [Br:6][C:7]1[CH:8]=[CH:9][C:10]([N:13]2[CH2:14][CH2:15][C:16]([C:21]3[CH:22]=[CH:23][C:24]([F:27])=[CH:25][CH:26]=3)([C:19]([NH2:20])=[O:28])[CH2:17][CH2:18]2)=[N:11][CH:12]=1, predict the reactants needed to synthesize it. The reactants are: S(=O)(=O)(O)O.[Br:6][C:7]1[CH:8]=[CH:9][C:10]([N:13]2[CH2:18][CH2:17][C:16]([C:21]3[CH:26]=[CH:25][C:24]([F:27])=[CH:23][CH:22]=3)([C:19]#[N:20])[CH2:15][CH2:14]2)=[N:11][CH:12]=1.[OH-:28].[Na+].